Dataset: Forward reaction prediction with 1.9M reactions from USPTO patents (1976-2016). Task: Predict the product of the given reaction. (1) Given the reactants [CH3:1][N:2]([CH3:33])[CH:3]([CH2:31][CH3:32])[CH:4]([C:10]1[CH:30]=[CH:29][C:13]2[N:14]=[C:15]([NH:17][CH2:18][C:19]3[CH:20]=[C:21]([CH:26]=[CH:27][CH:28]=3)[C:22]([O:24]C)=[O:23])[S:16][C:12]=2[CH:11]=1)[N:5]1[CH:9]=[CH:8][N:7]=[CH:6]1.[Li+].[OH-].Cl, predict the reaction product. The product is: [CH3:1][N:2]([CH3:33])[CH:3]([CH2:31][CH3:32])[CH:4]([C:10]1[CH:30]=[CH:29][C:13]2[N:14]=[C:15]([NH:17][CH2:18][C:19]3[CH:20]=[C:21]([CH:26]=[CH:27][CH:28]=3)[C:22]([OH:24])=[O:23])[S:16][C:12]=2[CH:11]=1)[N:5]1[CH:9]=[CH:8][N:7]=[CH:6]1. (2) Given the reactants C(OC(=O)[C:5]([C:7]1[CH:17]=[N:16][C:10]2[NH:11][CH2:12][CH2:13][CH2:14][O:15][C:9]=2[CH:8]=1)=[CH2:6])C.[OH-:19].[Na+].[OH2:21].[CH3:22]O, predict the reaction product. The product is: [N:16]1[C:10]2[NH:11][CH2:12][CH2:13][CH2:14][O:15][C:9]=2[CH:8]=[C:7]([CH:5]=[CH:6][C:22]([OH:21])=[O:19])[CH:17]=1. (3) Given the reactants [CH3:1][O:2][C:3]1[CH:40]=[CH:39][C:6]([CH2:7][N:8]([CH2:30][C:31]2[CH:36]=[CH:35][C:34]([O:37][CH3:38])=[CH:33][CH:32]=2)[C:9]2[N:14]=[CH:13][C:12]([C:15]3[C:16]4[CH2:29][CH2:28][NH:27][C:17]=4[N:18]=[C:19]([N:21]4[CH2:26][CH2:25][O:24][CH2:23][CH2:22]4)[N:20]=3)=[CH:11][N:10]=2)=[CH:5][CH:4]=1.[H-].[Na+].[Cl:43][C:44]1[CH:49]=[CH:48][CH:47]=[CH:46][C:45]=1[N:50]=[C:51]=[O:52], predict the reaction product. The product is: [Cl:43][C:44]1[CH:49]=[CH:48][CH:47]=[CH:46][C:45]=1[NH:50][C:51]([N:27]1[C:17]2[N:18]=[C:19]([N:21]3[CH2:26][CH2:25][O:24][CH2:23][CH2:22]3)[N:20]=[C:15]([C:12]3[CH:11]=[N:10][C:9]([N:8]([CH2:7][C:6]4[CH:5]=[CH:4][C:3]([O:2][CH3:1])=[CH:40][CH:39]=4)[CH2:30][C:31]4[CH:32]=[CH:33][C:34]([O:37][CH3:38])=[CH:35][CH:36]=4)=[N:14][CH:13]=3)[C:16]=2[CH2:29][CH2:28]1)=[O:52]. (4) The product is: [Cl:1][C:2]1[CH:3]=[CH:4][C:5]([CH2:6][N:7]2[C:12]3[CH:13]=[C:14]([C:16]4[CH:17]=[CH:18][C:19]([NH:22][C:23]([C:41]5[CH:40]=[CH:39][CH:38]=[CH:34][N:36]=5)=[O:24])=[CH:20][CH:21]=4)[S:15][C:11]=3[C:10](=[O:30])[N:9]=[CH:8]2)=[CH:31][CH:32]=1. Given the reactants [Cl:1][C:2]1[CH:32]=[CH:31][C:5]([CH2:6][N:7]2[C:12]3[CH:13]=[C:14]([C:16]4[CH:21]=[CH:20][C:19]([NH:22][C:23](N5CCCC5)=[O:24])=[CH:18][CH:17]=4)[S:15][C:11]=3[C:10](=[O:30])[N:9]=[CH:8]2)=[CH:4][CH:3]=1.N[C:34]([NH2:36])=O.N1[CH2:41][CH2:40][CH2:39][CH2:38]1, predict the reaction product. (5) Given the reactants [CH2:1]([N:8]1[CH2:12][CH:11]([N+:13]([O-])=O)[CH:10]([C:16]2[CH:21]=[CH:20][CH:19]=[C:18]([Cl:22])[CH:17]=2)[CH2:9]1)[C:2]1[CH:7]=[CH:6][CH:5]=[CH:4][CH:3]=1.O.O.Cl[Sn]Cl.C([O-])(O)=O.[Na+], predict the reaction product. The product is: [CH2:1]([N:8]1[CH2:9][CH:10]([C:16]2[CH:21]=[CH:20][CH:19]=[C:18]([Cl:22])[CH:17]=2)[CH:11]([NH2:13])[CH2:12]1)[C:2]1[CH:7]=[CH:6][CH:5]=[CH:4][CH:3]=1. (6) Given the reactants [Cl:1][C:2]1[CH:7]=[CH:6][N:5]2[N:8]=[CH:9][C:10]([C:11](Cl)=[O:12])=[C:4]2[N:3]=1.CCN(C(C)C)C(C)C.Cl.[Cl:24][CH2:25][CH2:26][NH2:27], predict the reaction product. The product is: [Cl:1][C:2]1[CH:7]=[CH:6][N:5]2[N:8]=[CH:9][C:10]([C:11]([NH:27][CH2:26][CH2:25][Cl:24])=[O:12])=[C:4]2[N:3]=1. (7) Given the reactants CO[C:3]([C@@H:5]1[O:9][C:8](=[O:10])[N:7]([C:11]2[CH:24]=[CH:23][C:14]3[N:15]([CH3:22])[C:16](=[O:21])[C:17]([F:20])([F:19])[O:18][C:13]=3[CH:12]=2)[CH2:6]1)=[O:4].[NH3:25], predict the reaction product. The product is: [F:20][C:17]1([F:19])[C:16](=[O:21])[N:15]([CH3:22])[C:14]2[CH:23]=[CH:24][C:11]([N:7]3[CH2:6][C@H:5]([C:3]([NH2:25])=[O:4])[O:9][C:8]3=[O:10])=[CH:12][C:13]=2[O:18]1. (8) Given the reactants [CH3:1][C:2]1[CH:6]=[C:5]([CH2:7][NH:8][C:9]2[N:14]=[C:13]([NH:15][C:16]3[NH:20][N:19]=[C:18]([O:21][CH2:22][C:23]4[CH:24]=[C:25]([CH:29]=[CH:30][CH:31]=4)C(O)=O)[CH:17]=3)[CH:12]=[CH:11][N:10]=2)[O:4][N:3]=1.C1(P(N=[N+]=[N-])(C2C=CC=CC=2)=[O:39])C=CC=CC=1.C([N:52]([CH:55](C)C)CC)(C)C.[C:58]([OH:62])([CH3:61])([CH3:60])[CH3:59], predict the reaction product. The product is: [CH3:1][C:2]1[CH:6]=[C:5]([CH2:7][NH:8][C:9]2[N:14]=[C:13]([NH:15][C:16]3[NH:20][N:19]=[C:18]([O:21][CH2:22][C:23]4[CH:24]=[C:25]([NH:52][C:55](=[O:39])[O:62][C:58]([CH3:61])([CH3:60])[CH3:59])[CH:29]=[CH:30][CH:31]=4)[CH:17]=3)[CH:12]=[CH:11][N:10]=2)[O:4][N:3]=1. (9) Given the reactants [C:1]1([C:29]2[CH:34]=[CH:33][CH:32]=[CH:31][CH:30]=2)[CH:6]=[CH:5][C:4]([C:7]2[N:12]=[C:11]3[CH:13]=[C:14]([C:24]([O:26]C)=[O:25])[N:15]([CH2:16][O:17][CH2:18][CH2:19][Si:20]([CH3:23])([CH3:22])[CH3:21])[C:10]3=[CH:9][C:8]=2[Cl:28])=[CH:3][CH:2]=1.[Li+].[OH-], predict the reaction product. The product is: [C:1]1([C:29]2[CH:30]=[CH:31][CH:32]=[CH:33][CH:34]=2)[CH:6]=[CH:5][C:4]([C:7]2[N:12]=[C:11]3[CH:13]=[C:14]([C:24]([OH:26])=[O:25])[N:15]([CH2:16][O:17][CH2:18][CH2:19][Si:20]([CH3:23])([CH3:22])[CH3:21])[C:10]3=[CH:9][C:8]=2[Cl:28])=[CH:3][CH:2]=1.